Dataset: TCR-epitope binding with 47,182 pairs between 192 epitopes and 23,139 TCRs. Task: Binary Classification. Given a T-cell receptor sequence (or CDR3 region) and an epitope sequence, predict whether binding occurs between them. (1) The epitope is FPPTSFGPL. The TCR CDR3 sequence is CASSPRPTQRPYNEQFF. Result: 0 (the TCR does not bind to the epitope). (2) The epitope is SLFNTVATLY. The TCR CDR3 sequence is CAISADRVGYEQYF. Result: 0 (the TCR does not bind to the epitope). (3) The epitope is KLPDDFTGCV. The TCR CDR3 sequence is CASSPLAGASSSYNEQFF. Result: 0 (the TCR does not bind to the epitope). (4) Result: 0 (the TCR does not bind to the epitope). The TCR CDR3 sequence is CASRSLLGTRVETEAFF. The epitope is FLNRFTTTL.